From a dataset of NCI-60 drug combinations with 297,098 pairs across 59 cell lines. Regression. Given two drug SMILES strings and cell line genomic features, predict the synergy score measuring deviation from expected non-interaction effect. (1) Drug 1: CC1=C2C(C(=O)C3(C(CC4C(C3C(C(C2(C)C)(CC1OC(=O)C(C(C5=CC=CC=C5)NC(=O)OC(C)(C)C)O)O)OC(=O)C6=CC=CC=C6)(CO4)OC(=O)C)O)C)O. Drug 2: C(CCl)NC(=O)N(CCCl)N=O. Cell line: 786-0. Synergy scores: CSS=20.6, Synergy_ZIP=-9.00, Synergy_Bliss=-5.93, Synergy_Loewe=-7.54, Synergy_HSA=-1.56. (2) Drug 1: C1=CN(C=N1)CC(O)(P(=O)(O)O)P(=O)(O)O. Drug 2: CC(C)CN1C=NC2=C1C3=CC=CC=C3N=C2N. Cell line: 786-0. Synergy scores: CSS=1.77, Synergy_ZIP=-0.787, Synergy_Bliss=-1.66, Synergy_Loewe=-0.816, Synergy_HSA=-2.35. (3) Drug 1: CC1OCC2C(O1)C(C(C(O2)OC3C4COC(=O)C4C(C5=CC6=C(C=C35)OCO6)C7=CC(=C(C(=C7)OC)O)OC)O)O. Drug 2: C1=CN(C(=O)N=C1N)C2C(C(C(O2)CO)O)O.Cl. Cell line: CAKI-1. Synergy scores: CSS=64.7, Synergy_ZIP=-2.20, Synergy_Bliss=-1.80, Synergy_Loewe=3.38, Synergy_HSA=6.91. (4) Drug 1: C1=NC2=C(N=C(N=C2N1C3C(C(C(O3)CO)O)F)Cl)N. Drug 2: CCN(CC)CCCC(C)NC1=C2C=C(C=CC2=NC3=C1C=CC(=C3)Cl)OC. Cell line: SNB-75. Synergy scores: CSS=3.84, Synergy_ZIP=-2.67, Synergy_Bliss=-0.441, Synergy_Loewe=-2.15, Synergy_HSA=-0.739.